Dataset: Experimentally validated miRNA-target interactions with 360,000+ pairs, plus equal number of negative samples. Task: Binary Classification. Given a miRNA mature sequence and a target amino acid sequence, predict their likelihood of interaction. (1) The miRNA is hsa-miR-583 with sequence CAAAGAGGAAGGUCCCAUUAC. The protein sequence of the target gene is MQPPPRKVKVTQELRNIQGEQMTKLQAKHQAECDLLEDMRTFSQKKAAIEREYAQGIQKLASQYLKRDWPGIKTDDRNDYRSMYPVWKSFLEGTMQVAQSRINICENYKNFISEPARAVRSLKEQQLKRCVDQLTKIQTELQETVKDLVKGKKKYFETEQMAHAVREKADIEAKSKLSLFQSRISLQKASVKLKARRSECNTKATHARNDYLLTLAAANAHQDRYYQTDLVNIMKALDGNVYDHLKDYLIAFSRTELETCQAIQNTFQFLLENSSKVVRDYNLQLFLQENAVFHKPQPFQ.... Result: 0 (no interaction). (2) The miRNA is hsa-miR-3918 with sequence ACAGGGCCGCAGAUGGAGACU. The protein sequence of the target gene is MVKLFIGNLPREATEQEIRSLFEQYGKVLECDIIKNYGFVHIEDKTAAEDAIRNLHHYKLHGVNINVEASKNKSKASTKLHVGNISPTCTNQELRAKFEEYGPVIECDIVKDYAFVHMERAEDAVEAIRGLDNTEFQGKRMHVQLSTSRLRTAPGMGDQSGCYRCGKEGHWSKECPVDRTGRVADFTEQYNEQYGAVRTPYTMGYGESMYYNDAYGALDYYKRYRVRSYEAVAAAAAASAYNYAEQTMSHLPQVQSSAVPSHLNSTSVDPYDRHLLQNSGSAATSAAMAAAASSSYYGRD.... Result: 0 (no interaction). (3) Result: 0 (no interaction). The protein sequence of the target gene is MASSKKQKKKMHRPHNRKLMIRDLPVGAAYLLHPSLRGILLSRPKRWNSGSPSHRIAVNLVRKYKKQLKPRVLPFFCDHCRLASRTLLHIKEHVCDKEEKRKAARKEESRKFADYDVTNEIKLATNSEKQWRFNAMAVLEQTLRPNKVAPKKVEIEEDPGIDQLLDSEPDQEFYDAQEQEFEDDTPHYPIKDVLVPSSQPPRPKVTLKSSECLGHNDAGVFCFNCKGSFDSYNQFQLHLNEDYNDGKCNRALPEYYYVQRHDRTHMFDKRYKHSVQHHKPIKRDISHIQCTLCKAVNFAS.... The miRNA is mmu-miR-551b-3p with sequence GCGACCCAUACUUGGUUUCAG. (4) The miRNA is mmu-miR-149-5p with sequence UCUGGCUCCGUGUCUUCACUCCC. The protein sequence of the target gene is MEHFDASLSTYFKAFLGPRDTRVKGWFLLDNYIPTFVCSVIYLLIVWLGPKYMKNRQPFSCRGILQLYNLGLTLLSLYMFYELVTGVWEGKYNFFCQGTRSAGESDMKIIRVLWWYYFSKLIEFMDTFFFILRKNNHQITVLHVYHHATMLNIWWFVMNWVPCGHSYFGATLNSFIHVLMYSYYGLSSIPSMRPYLWWKKYITQGQLVQFVLTIIQTTCGVFWPCSFPLGWLFFQIGYMISLIALFTNFYIQTYNKKGASRRKDHLKGHQNGSVAAVNGHTNSFPSLENSVKPRKQRKD. Result: 1 (interaction). (5) The miRNA is hsa-miR-548t-5p with sequence CAAAAGUGAUCGUGGUUUUUG. The protein sequence of the target gene is MAASVCSGLLGPRVLSWSRELPCAWRALHTSPVCAKNRAARVRVSKGDKPVTYEEAHAPHYIAHRKGWLSLHTGNLDGEDHAAERTVEDVFLRKFMWGTFPGCLADQLVLKRRGNQLEICAVVLRQLSPHKYYFLVGYSETLLSYFYKCPVRLHLQTVPSKVVYKYL. Result: 0 (no interaction). (6) The miRNA is cel-miR-72-5p with sequence AGGCAAGAUGUUGGCAUAGCUGA. The protein sequence of the target gene is MGSAHPRPWLRLRPQPQPRPALWVLLFFLLLLAAAMPRSAPNDILDLRLPPEPVLNANTVCLTLPGLSRRQMEVCVRHPDVAASAIQGIQIAIHECQHQFRDQRWNCSSLETRNKIPYESPIFSRGFRESAFAYAIAAAGVVHAVSNACALGKLKACGCDASRRGDEEAFRRKLHRLQLDALQRGKGLSHGVPEHPALPTASPGLQDSWEWGGCSPDMGFGERFSKDFLDSREPHRDIHARMRLHNNRVGRQAVMENMRRKCKCHGTSGSCQLKTCWQVTPEFRTVGALLRSRFHRATLI.... Result: 0 (no interaction).